From a dataset of Reaction yield outcomes from USPTO patents with 853,638 reactions. Predict the reaction yield, written as a fraction of the theoretical maximum amount of product (1.0 means a 100% yield; for example, 0.34 means a 34% yield). (1) The reactants are [Cl:1][C:2]1[CH:7]=[C:6]([Cl:8])[CH:5]=[CH:4][C:3]=1[C@H:9]1[C@H:14]([N+:15]([O-])=O)[CH2:13][C:12]([CH2:18][NH:19][C:20]([C:22]2[CH:31]=[CH:30][C:25]([C:26]([O:28]C)=[O:27])=[CH:24][CH:23]=2)=[O:21])=[CH:11][CH2:10]1. The catalyst is [Zn].CO.C(O)(=O)C. The product is [NH2:15][C@@H:14]1[CH2:13][C:12]([CH2:18][NH:19][C:20]([C:22]2[CH:31]=[CH:30][C:25]([C:26]([OH:28])=[O:27])=[CH:24][CH:23]=2)=[O:21])=[CH:11][CH2:10][C@H:9]1[C:3]1[CH:4]=[CH:5][C:6]([Cl:8])=[CH:7][C:2]=1[Cl:1]. The yield is 0.320. (2) The reactants are [CH3:1][O:2][C:3]1[CH:4]=[C:5]2[C:10](=[CH:11][C:12]=1[O:13][CH3:14])[N:9]=[CH:8][CH:7]=[C:6]2[O:15][C:16]1[CH:22]=[CH:21][C:19]([NH2:20])=[CH:18][CH:17]=1.C(N(CC)CC)C.ClC(Cl)(O[C:34](=[O:40])OC(Cl)(Cl)Cl)Cl.[CH3:42][C:43]1[CH:48]=[CH:47][C:46]([C@H:49]([NH2:51])[CH3:50])=[CH:45][CH:44]=1. The catalyst is C(Cl)(Cl)Cl. The product is [CH3:1][O:2][C:3]1[CH:4]=[C:5]2[C:10](=[CH:11][C:12]=1[O:13][CH3:14])[N:9]=[CH:8][CH:7]=[C:6]2[O:15][C:16]1[CH:22]=[CH:21][C:19]([NH:20][C:34]([NH:51][C@@H:49]([C:46]2[CH:47]=[CH:48][C:43]([CH3:42])=[CH:44][CH:45]=2)[CH3:50])=[O:40])=[CH:18][CH:17]=1. The yield is 0.630. (3) The reactants are [F:1][C:2]1[CH:7]=[CH:6][CH:5]=[CH:4][C:3]=1[C:8]1[C:20]2[C:19]3[C:14](=[CH:15][C:16]([C:21]([N:23]4[CH2:28][CH2:27][O:26][CH2:25][CH2:24]4)=[O:22])=[CH:17][CH:18]=3)[NH:13][C:12]=2[C:11]([C:29](O)=[O:30])=[N:10][CH:9]=1.[Cl-].[NH4+].C1C=[N:38]C2N(O)N=NC=2C=1.C(Cl)CCl.CCN(C(C)C)C(C)C. The catalyst is CN(C=O)C.CO.O.CCOC(C)=O. The product is [F:1][C:2]1[CH:7]=[CH:6][CH:5]=[CH:4][C:3]=1[C:8]1[C:20]2[C:19]3[C:14](=[CH:15][C:16]([C:21]([N:23]4[CH2:24][CH2:25][O:26][CH2:27][CH2:28]4)=[O:22])=[CH:17][CH:18]=3)[NH:13][C:12]=2[C:11]([C:29]([NH2:38])=[O:30])=[N:10][CH:9]=1. The yield is 0.326. (4) The reactants are [Cl:1][C:2]1[N:7]=[C:6](Cl)[C:5]([F:9])=[CH:4][N:3]=1.[CH3:10][Mg]Br.CCOCC. The catalyst is C1COCC1.CN1C(=O)CCC1. The product is [Cl:1][C:2]1[N:7]=[C:6]([CH3:10])[C:5]([F:9])=[CH:4][N:3]=1. The yield is 0.480. (5) The reactants are [CH3:1][O:2][C:3]1[CH:8]=[C:7]([O:9][CH3:10])[CH:6]=[CH:5][C:4]=1[C:11]#[C:12][CH2:13][CH2:14][OH:15]. The catalyst is C(O)C.[Pd]. The product is [CH3:1][O:2][C:3]1[CH:8]=[C:7]([O:9][CH3:10])[CH:6]=[CH:5][C:4]=1[CH2:11][CH2:12][CH2:13][CH2:14][OH:15]. The yield is 0.970. (6) The product is [NH2:8][C:9]1[CH:14]=[CH:13][C:12]([S:15][C:16]2[N:21]=[C:20]([NH:22][C:23]3[S:24][C:25]([C:28]#[N:29])=[CH:26][N:27]=3)[CH:19]=[C:18]([N:5]3[CH2:6][CH2:7][N:2]([CH3:1])[CH2:3][CH2:4]3)[N:17]=2)=[CH:11][CH:10]=1. The catalyst is O. The yield is 0.850. The reactants are [CH3:1][N:2]1[CH2:7][CH2:6][NH:5][CH2:4][CH2:3]1.[NH2:8][C:9]1[CH:14]=[CH:13][C:12]([S:15][C:16]2[N:21]=[C:20]([NH:22][C:23]3[S:24][C:25]([C:28]#[N:29])=[CH:26][N:27]=3)[CH:19]=[C:18](Cl)[N:17]=2)=[CH:11][CH:10]=1. (7) The reactants are Cl[C:2]1[C:11]2[C:6](=[CH:7][C:8]([O:14][CH3:15])=[C:9]([O:12][CH3:13])[CH:10]=2)[N:5]=[CH:4][CH:3]=1.[C:16]([O:25][CH2:26][CH2:27][CH2:28][CH3:29])(=[O:24])[C:17]1[C:18](=[CH:20][CH:21]=[CH:22][CH:23]=1)[OH:19]. The catalyst is CN(C)C1C=CN=CC=1.ClC1C=CC=CC=1Cl. The product is [CH3:13][O:12][C:9]1[CH:10]=[C:11]2[C:6](=[CH:7][C:8]=1[O:14][CH3:15])[N:5]=[CH:4][CH:3]=[C:2]2[O:19][C:18]1[CH:20]=[CH:21][CH:22]=[CH:23][C:17]=1[C:16]([O:25][CH2:26][CH2:27][CH2:28][CH3:29])=[O:24]. The yield is 0.570. (8) The reactants are [NH:1]1[CH2:6][CH2:5][CH2:4][C@@H:3]([NH:7][C:8]2[CH:13]=[N:12][CH:11]=[C:10]([C:14]3[CH:15]=[N:16][N:17]4[CH:22]=[CH:21][N:20]=[CH:19][C:18]=34)[N:9]=2)[CH2:2]1.O=C1CCC(=O)N1[O:30][C:31](=O)[CH2:32][C:33]#[N:34].C(N(CC)CC)C. The catalyst is C(Cl)Cl. The product is [O:30]=[C:31]([N:1]1[CH2:6][CH2:5][CH2:4][C@@H:3]([NH:7][C:8]2[CH:13]=[N:12][CH:11]=[C:10]([C:14]3[CH:15]=[N:16][N:17]4[CH:22]=[CH:21][N:20]=[CH:19][C:18]=34)[N:9]=2)[CH2:2]1)[CH2:32][C:33]#[N:34]. The yield is 0.380.